This data is from Catalyst prediction with 721,799 reactions and 888 catalyst types from USPTO. The task is: Predict which catalyst facilitates the given reaction. (1) Reactant: C([O:5][C:6]([CH:8]1[CH:12]([C:13]2[CH:18]=[CH:17][CH:16]=[C:15]([Cl:19])[C:14]=2F)[C:11]([C:23]2[CH:28]=[CH:27][C:26]([Cl:29])=[CH:25][C:24]=2[O:30][CH3:31])([C:21]#[N:22])[CH:10]([CH2:32][C:33]([CH3:36])([CH3:35])[CH3:34])[NH:9]1)=[O:7])(C)(C)C.[F:37][C:38]([F:43])([F:42])[C:39]([OH:41])=[O:40]. Product: [F:37][C:38]([F:43])([F:42])[C:39]([OH:41])=[O:40].[Cl:29][C:26]1[CH:27]=[CH:28][C:23]([C:11]2([C:21]#[N:22])[CH:10]([CH2:32][C:33]([CH3:36])([CH3:35])[CH3:34])[NH:9][CH:8]([C:6]([OH:7])=[O:5])[CH:12]2[C:13]2[CH:18]=[CH:17][CH:16]=[C:15]([Cl:19])[CH:14]=2)=[C:24]([O:30][CH3:31])[CH:25]=1. The catalyst class is: 4. (2) Reactant: [Cl:1][C:2]1[CH:20]=[C:19]([C:21]2[C:22]([O:27]C)=[N:23][CH:24]=[CH:25][CH:26]=2)[CH:18]=[CH:17][C:3]=1[CH2:4][CH:5]1[CH2:9][CH2:8][N:7]([CH:10]2[CH2:15][CH2:14][CH2:13][CH2:12][CH2:11]2)[C:6]1=[O:16]. The catalyst class is: 4. Product: [Cl:1][C:2]1[CH:20]=[C:19]([C:21]2[C:22]([OH:27])=[N:23][CH:24]=[CH:25][CH:26]=2)[CH:18]=[CH:17][C:3]=1[CH2:4][CH:5]1[CH2:9][CH2:8][N:7]([CH:10]2[CH2:15][CH2:14][CH2:13][CH2:12][CH2:11]2)[C:6]1=[O:16]. (3) Reactant: [CH3:1][C@@H:2]([CH:6](C(O)=O)[C:7]([OH:9])=[O:8])[CH2:3][CH2:4][CH3:5]. Product: [CH3:1][C@H:2]([CH2:3][CH2:4][CH3:5])[CH2:6][C:7]([OH:9])=[O:8]. The catalyst class is: 17. (4) Reactant: [Br:1][C:2]1[CH:7]=[C:6]([F:8])[CH:5]=[CH:4][C:3]=1[C@@H:9]1[C:14]([C:15]([O:17][C@H:18]([CH3:25])[C:19]([O:21][CH:22]([CH3:24])[CH3:23])=[O:20])=[O:16])=[C:13]([CH3:26])[NH:12][C:11]([C:27]2[S:28][CH:29]=[CH:30][N:31]=2)=[N:10]1.C1C(=O)N([Br:39])C(=O)C1. Product: [Br:1][C:2]1[CH:7]=[C:6]([F:8])[CH:5]=[CH:4][C:3]=1[C@@H:9]1[C:14]([C:15]([O:17][C@H:18]([CH3:25])[C:19]([O:21][CH:22]([CH3:24])[CH3:23])=[O:20])=[O:16])=[C:13]([CH2:26][Br:39])[NH:12][C:11]([C:27]2[S:28][CH:29]=[CH:30][N:31]=2)=[N:10]1. The catalyst class is: 4. (5) Reactant: [CH3:1][N:2]1[CH2:7][CH2:6][NH:5][CH2:4][CH2:3]1.[Cl:8][CH2:9][C:10](Cl)=[O:11]. Product: [Cl:8][CH2:9][C:10]([N:5]1[CH2:6][CH2:7][N:2]([CH3:1])[CH2:3][CH2:4]1)=[O:11]. The catalyst class is: 4. (6) Reactant: [F:1][C:2]([F:15])([F:14])[C:3]1[CH:4]=[C:5](Br)[CH:6]=[C:7]([C:9]([F:12])([F:11])[F:10])[CH:8]=1.[Mg].[C:17](Cl)(=[O:19])[CH3:18].O. Product: [CH3:18][C:17]([C:5]1[CH:4]=[C:3]([C:2]([F:15])([F:14])[F:1])[CH:8]=[C:7]([C:9]([F:12])([F:11])[F:10])[CH:6]=1)=[O:19]. The catalyst class is: 1. (7) Reactant: [CH3:1][CH2:2][O:3][C:4]([CH:6]1[C:11](=[O:12])[CH2:10][CH2:9][NH:8][CH2:7]1)=[O:5].Cl.C(N(CC)CC)C.[CH2:21]([O:28][C:29](ON1C(=O)CCC1=O)=[O:30])[C:22]1[CH:27]=[CH:26][CH:25]=[CH:24][CH:23]=1. Product: [CH2:2]([O:3][C:4]([C:6]1[CH2:7][N:8]([C:29]([O:28][CH2:21][C:22]2[CH:27]=[CH:26][CH:25]=[CH:24][CH:23]=2)=[O:30])[CH2:9][CH2:10][C:11]=1[OH:12])=[O:5])[CH3:1]. The catalyst class is: 299. (8) Reactant: [NH2:1][C:2]1[CH:7]=[CH:6][C:5]([CH:8]([CH3:12])[C:9]([OH:11])=[O:10])=[CH:4][CH:3]=1.[C:13]([S-:15])#[N:14].[K+].BrBr. Product: [NH2:14][C:13]1[S:15][C:7]2[CH:6]=[C:5]([CH:8]([CH3:12])[C:9]([OH:11])=[O:10])[CH:4]=[CH:3][C:2]=2[N:1]=1. The catalyst class is: 52. (9) Reactant: [CH2:1]([N:8]1[C:20]2[C:19]3[N:18]=[CH:17][CH:16]=[CH:15][C:14]=3[N:13]=[CH:12][C:11]=2[N:10]=[C:9]1S(C)(=O)=O)[C:2]1[CH:7]=[CH:6][CH:5]=[CH:4][CH:3]=1.[CH2:25]([OH:27])[CH3:26].[O-]CC.[Na+]. Product: [CH2:1]([N:8]1[C:20]2[C:19]3[N:18]=[CH:17][CH:16]=[CH:15][C:14]=3[N:13]=[CH:12][C:11]=2[N:10]=[C:9]1[O:27][CH2:25][CH3:26])[C:2]1[CH:7]=[CH:6][CH:5]=[CH:4][CH:3]=1. The catalyst class is: 6.